Dataset: Full USPTO retrosynthesis dataset with 1.9M reactions from patents (1976-2016). Task: Predict the reactants needed to synthesize the given product. (1) Given the product [C:12]([O:11][C:9]([N:5]1[CH2:6][CH2:7][CH2:8][CH:3]([CH2:2][OH:1])[CH2:4]1)=[O:10])([CH3:15])([CH3:14])[CH3:13], predict the reactants needed to synthesize it. The reactants are: [OH:1][CH2:2][CH:3]1[CH2:8][CH2:7][CH2:6][NH:5][CH2:4]1.[C:9](O[C:9]([O:11][C:12]([CH3:15])([CH3:14])[CH3:13])=[O:10])([O:11][C:12]([CH3:15])([CH3:14])[CH3:13])=[O:10]. (2) Given the product [CH3:1][NH:2][C@@H:3]1[C:8]2[CH:9]=[CH:10][CH:11]=[CH:12][C:7]=2[C@H:6]([C:13]2[CH:14]=[CH:15][C:16]([Cl:20])=[C:17]([Cl:19])[CH:18]=2)[CH2:5][CH2:4]1.[ClH:26], predict the reactants needed to synthesize it. The reactants are: [CH3:1][NH:2][C@@H:3]1[C:8]2[CH:9]=[CH:10][CH:11]=[CH:12][C:7]=2[C@H:6]([C:13]2[CH:14]=[CH:15][C:16]([Cl:20])=[C:17]([Cl:19])[CH:18]=2)[CH2:5][CH2:4]1.CO.C(O)C.[ClH:26]. (3) Given the product [Cl:1][C:2]1[CH:3]=[C:4]([CH:27]=[CH:28][C:29]=1[F:30])[CH2:5][N:6]1[CH:20]=[C:19]([NH:34][C:37]([O:69][C:65]([CH3:68])([CH3:67])[CH3:66])=[O:47])[C:18]2[N:11]3[CH2:12][CH2:13][N:14]([CH3:17])[C:15](=[O:16])[C:10]3=[C:9]([O:24][CH3:25])[C:8]=2[C:7]1=[O:26], predict the reactants needed to synthesize it. The reactants are: [Cl:1][C:2]1[CH:3]=[C:4]([CH:27]=[CH:28][C:29]=1[F:30])[CH2:5][N:6]1[CH:20]=[C:19](C(O)=O)[C:18]2[N:11]3[CH2:12][CH2:13][N:14]([CH3:17])[C:15](=[O:16])[C:10]3=[C:9]([O:24][CH3:25])[C:8]=2[C:7]1=[O:26].C([N:34]([CH:37](C)C)CC)(C)C.C1(P(N=[N+]=[N-])(C2C=CC=CC=2)=[O:47])C=CC=CC=1.ClC1C=CC=CC=1Cl.[C:65]([OH:69])([CH3:68])([CH3:67])[CH3:66]. (4) Given the product [CH3:1][N:2]([CH3:6])[CH2:3][CH2:4][NH:5][C:14](=[O:15])[C@@H:13]([NH:12][C:11]([N:10]([CH2:9][CH2:8][OH:7])[CH2:34][CH2:35][C:36]1[CH:41]=[CH:40][CH:39]=[CH:38][CH:37]=1)=[O:33])[CH2:23][C:24]1[CH:25]=[CH:26][C:27]([N+:30]([O-:32])=[O:31])=[CH:28][CH:29]=1, predict the reactants needed to synthesize it. The reactants are: [CH3:1][N:2]([CH3:6])[CH2:3][CH2:4][NH2:5].[OH:7][CH2:8][CH2:9][N:10]([CH2:34][CH2:35][C:36]1[CH:41]=[CH:40][CH:39]=[CH:38][CH:37]=1)[C:11](=[O:33])[NH:12][C@@H:13]([CH2:23][C:24]1[CH:29]=[CH:28][C:27]([N+:30]([O-:32])=[O:31])=[CH:26][CH:25]=1)[C:14](OC1C=CC=CC=1)=[O:15]. (5) Given the product [CH3:22][O:21][C:19]([C:15]1[CH2:14][N:13]([CH2:12][CH2:11][CH2:10][CH2:9][CH2:8][CH2:7][CH2:6][CH2:5][OH:4])[CH2:18][CH2:17][CH:16]=1)=[O:20], predict the reactants needed to synthesize it. The reactants are: [BH4-].[Na+].[I-].[OH:4][CH2:5][CH2:6][CH2:7][CH2:8][CH2:9][CH2:10][CH2:11][CH2:12][N+:13]1[CH:18]=[CH:17][CH:16]=[C:15]([C:19]([O:21][CH3:22])=[O:20])[CH:14]=1. (6) The reactants are: [CH3:1][O:2][CH2:3][CH2:4][O:5][CH2:6][O:7][C:8]1[C:9](I)=[CH:10][C:11]([Cl:18])=[C:12]2[C:17]=1[N:16]=[CH:15][CH:14]=[CH:13]2.C([Li])(C)(C)C.[CH2:25]([C:32]1[CH:33]=[C:34]([CH:37]=[C:38]([CH2:40][N:41]2[CH:45]=[N:44][CH:43]=[N:42]2)[CH:39]=1)[CH:35]=[O:36])[C:26]1[CH:31]=[CH:30][CH:29]=[CH:28][CH:27]=1.C([O-])(O)=O.[Na+]. Given the product [CH2:25]([C:32]1[CH:33]=[C:34]([CH:35]([C:9]2[C:8]([O:7][CH2:6][O:5][CH2:4][CH2:3][O:2][CH3:1])=[C:17]3[C:12]([CH:13]=[CH:14][CH:15]=[N:16]3)=[C:11]([Cl:18])[CH:10]=2)[OH:36])[CH:37]=[C:38]([CH2:40][N:41]2[CH:45]=[N:44][CH:43]=[N:42]2)[CH:39]=1)[C:26]1[CH:27]=[CH:28][CH:29]=[CH:30][CH:31]=1, predict the reactants needed to synthesize it. (7) Given the product [F:27][C:2]([F:1])([F:26])[C:3]1[CH:21]=[C:20]([C:22]([F:23])([F:25])[F:24])[CH:19]=[CH:18][C:4]=1[CH2:5][N:6]1[C:14]2[C:9](=[CH:10][C:11]([CH:15]=[C:38]3[S:37][C:36]([N:32]4[CH2:33][CH2:34][O:35][C@H:30]([CH2:29][OH:28])[CH2:31]4)=[N:40][C:39]3=[O:41])=[CH:12][CH:13]=2)[C:8]([I:17])=[N:7]1, predict the reactants needed to synthesize it. The reactants are: [F:1][C:2]([F:27])([F:26])[C:3]1[CH:21]=[C:20]([C:22]([F:25])([F:24])[F:23])[CH:19]=[CH:18][C:4]=1[CH2:5][N:6]1[C:14]2[C:9](=[CH:10][C:11]([CH:15]=O)=[CH:12][CH:13]=2)[C:8]([I:17])=[N:7]1.[OH:28][CH2:29][CH:30]1[O:35][CH2:34][CH2:33][N:32]([C:36]2[S:37][CH2:38][C:39](=[O:41])[N:40]=2)[CH2:31]1. (8) Given the product [Cl:20][C:21]1[CH:33]=[CH:32][CH:31]=[CH:30][C:22]=1[O:23][CH:24]1[CH2:29][CH2:28][N:27]([C:15](=[O:17])[CH2:14][C:13]([NH:12][C:10]2[S:9][N:8]=[C:7]([C:1]3[CH:2]=[CH:3][CH:4]=[CH:5][CH:6]=3)[N:11]=2)=[O:18])[CH2:26][CH2:25]1, predict the reactants needed to synthesize it. The reactants are: [C:1]1([C:7]2[N:11]=[C:10]([NH:12][C:13](=[O:18])[CH2:14][C:15]([OH:17])=O)[S:9][N:8]=2)[CH:6]=[CH:5][CH:4]=[CH:3][CH:2]=1.Cl.[Cl:20][C:21]1[CH:33]=[CH:32][CH:31]=[CH:30][C:22]=1[O:23][CH:24]1[CH2:29][CH2:28][NH:27][CH2:26][CH2:25]1.CC(C)N=C=NC(C)C.